This data is from Forward reaction prediction with 1.9M reactions from USPTO patents (1976-2016). The task is: Predict the product of the given reaction. (1) Given the reactants [Br:1][C:2]1[CH:3]=[C:4]([CH:8]([OH:12])[C:9](O)=O)[CH:5]=[CH:6][CH:7]=1.[F:13][C:14]1[C:19]([F:20])=[CH:18][C:17]([NH2:21])=[C:16]([NH2:22])[CH:15]=1.[OH-].[Na+], predict the reaction product. The product is: [Br:1][C:2]1[CH:3]=[C:4]([CH:8]([C:9]2[NH:21][C:17]3[CH:18]=[C:19]([F:20])[C:14]([F:13])=[CH:15][C:16]=3[N:22]=2)[OH:12])[CH:5]=[CH:6][CH:7]=1. (2) Given the reactants Cl.O1CCOCC1.[N:8]([CH2:11][CH:12]([CH:20]1[CH2:25][CH2:24][N:23]([C:26]([O:28][C:29]([CH3:32])(C)C)=[O:27])[CH2:22][CH2:21]1)[C:13]1[CH:18]=[CH:17][C:16]([Br:19])=[CH:15][CH:14]=1)=[N+:9]=[N-:10].C(=O)([O-])[O-].[K+].[K+].C(=O)(OC1C=CC([N+]([O-])=O)=CC=1)OC[CH2:42][Si:43](C)([CH3:45])[CH3:44], predict the reaction product. The product is: [N:8]([CH2:11][CH:12]([CH:20]1[CH2:25][CH2:24][N:23]([C:26]([O:28][CH2:29][CH2:32][Si:43]([CH3:45])([CH3:44])[CH3:42])=[O:27])[CH2:22][CH2:21]1)[C:13]1[CH:18]=[CH:17][C:16]([Br:19])=[CH:15][CH:14]=1)=[N+:9]=[N-:10]. (3) Given the reactants [CH2:1]([CH:8]1[C:16]2[C:11](=[CH:12][CH:13]=[C:14]([O:17][CH2:18][CH2:19][NH:20][S:21]([C:24]3[N:25]=[CH:26][N:27]([CH3:29])[CH:28]=3)(=[O:23])=[O:22])[CH:15]=2)[CH2:10][CH:9]1[NH:30]C(=O)OCC)[C:2]1[CH:7]=[CH:6][CH:5]=[CH:4][CH:3]=1.[OH-].[K+].C(O)C.[ClH:41].C(OCC)C, predict the reaction product. The product is: [ClH:41].[NH2:30][CH:9]1[CH:8]([CH2:1][C:2]2[CH:3]=[CH:4][CH:5]=[CH:6][CH:7]=2)[C:16]2[C:11](=[CH:12][CH:13]=[C:14]([O:17][CH2:18][CH2:19][NH:20][S:21]([C:24]3[N:25]=[CH:26][N:27]([CH3:29])[CH:28]=3)(=[O:23])=[O:22])[CH:15]=2)[CH2:10]1.